From a dataset of Forward reaction prediction with 1.9M reactions from USPTO patents (1976-2016). Predict the product of the given reaction. (1) Given the reactants [CH2:1]([O:3][CH:4]([O:13][CH2:14][CH3:15])[C:5](=[O:12])[CH2:6][C:7]([O:9][CH2:10][CH3:11])=[O:8])[CH3:2].[CH:16]([C:18]1[CH:25]=[CH:24][C:21]([C:22]#[N:23])=[CH:20][C:19]=1[O:26][CH3:27])=O.C(O)(=O)C.N1CCCCC1, predict the reaction product. The product is: [C:22]([C:21]1[CH:24]=[CH:25][C:18]([CH:16]=[C:6]([C:5](=[O:12])[CH:4]([O:3][CH2:1][CH3:2])[O:13][CH2:14][CH3:15])[C:7]([O:9][CH2:10][CH3:11])=[O:8])=[C:19]([O:26][CH3:27])[CH:20]=1)#[N:23]. (2) Given the reactants [OH:1][CH2:2][CH2:3][CH2:4][C@@H:5]([NH:8][C:9](=[O:18])[O:10][CH2:11][C:12]1[CH:17]=[CH:16][CH:15]=[CH:14][CH:13]=1)[CH2:6][OH:7].C(N(CC)CC)C.[CH3:26][S:27](Cl)(=[O:29])=[O:28].C(=O)(O)[O-].[Na+], predict the reaction product. The product is: [CH3:26][S:27]([O:7][CH2:6][C@H:5]([NH:8][C:9]([O:10][CH2:11][C:12]1[CH:17]=[CH:16][CH:15]=[CH:14][CH:13]=1)=[O:18])[CH2:4][CH2:3][CH2:2][O:1][S:27]([CH3:26])(=[O:29])=[O:28])(=[O:29])=[O:28]. (3) Given the reactants [CH2:1]([N:9]1[C:13](=[O:14])[CH:12]=[CH:11][C:10]1=[O:15])[CH2:2][CH2:3][CH2:4][CH2:5][CH2:6][CH2:7][CH3:8].[C:16]1(=[O:22])[O:21][C:19](=[O:20])[CH:18]=[CH:17]1.COC(=O)C(N=NC(C)(C)C(OC)=O)(C)C.C(Cl)(Cl)Cl, predict the reaction product. The product is: [CH2:1]([N:9]1[C:10](=[O:15])[CH:11]=[CH:12][C:13]1=[O:14])[CH2:2][CH2:3][CH2:4][CH2:5][CH2:6][CH2:7][CH3:8].[C:19]1(=[O:20])[O:21][C:16](=[O:22])[CH:17]=[CH:18]1. (4) Given the reactants [CH3:1][C:2]1[C:3]([CH2:8][N:9]([CH2:16][C:17]2[C:22]([CH3:23])=[CH:21][CH:20]=[CH:19][N:18]=2)[CH:10]2[CH2:15][CH2:14][NH:13][CH2:12][CH2:11]2)=[N:4][CH:5]=[CH:6][CH:7]=1.[CH3:24][CH2:25][N:26](CC)CC.Cl.C(=N)(OCC)C, predict the reaction product. The product is: [NH:26]=[C:25]([N:13]1[CH2:14][CH2:15][CH:10]([N:9]([CH2:16][C:17]2[C:22]([CH3:23])=[CH:21][CH:20]=[CH:19][N:18]=2)[CH2:8][C:3]2[C:2]([CH3:1])=[CH:7][CH:6]=[CH:5][N:4]=2)[CH2:11][CH2:12]1)[CH3:24]. (5) Given the reactants [CH3:1][C:2]1[CH:7]=[CH:6][CH:5]=[CH:4][C:3]=1[C:8](=[O:10])[CH3:9].[CH2:11]([OH:14])[CH2:12]O.O.C1(C)C=CC(S(O)(=O)=O)=CC=1.[Br:27]N1C(=O)CCC1=O.N(C1(C#N)CCCCC1)=NC1(C#N)CCCCC1, predict the reaction product. The product is: [Br:27][CH2:1][C:2]1[CH:7]=[CH:6][CH:5]=[CH:4][C:3]=1[C:8]1([CH3:9])[O:14][CH2:11][CH2:12][O:10]1. (6) The product is: [CH2:1]([C:8]1[CH:9]=[C:10]([C:14](=[O:16])[CH2:15][C:33]([C:31]2[N:30]=[CH:29][N:28]([CH3:27])[CH:32]=2)=[O:34])[CH:11]=[CH:12][CH:13]=1)[C:2]1[CH:3]=[CH:4][CH:5]=[CH:6][CH:7]=1. Given the reactants [CH2:1]([C:8]1[CH:9]=[C:10]([C:14](=[O:16])[CH3:15])[CH:11]=[CH:12][CH:13]=1)[C:2]1[CH:7]=[CH:6][CH:5]=[CH:4][CH:3]=1.C[Si]([N-][Si](C)(C)C)(C)C.[K+].[CH3:27][N:28]1[CH:32]=[C:31]([C:33](OC)=[O:34])[N:30]=[CH:29]1, predict the reaction product. (7) Given the reactants [ClH:1].C(OC([NH:9][CH2:10][C@H:11]1[CH2:16][CH2:15][C@H:14]([C:17]([NH:19][C@H:20]([C:51](=[O:64])[NH:52][C:53]2[CH:58]=[CH:57][C:56]([C:59]3[NH:63][N:62]=[N:61][N:60]=3)=[CH:55][CH:54]=2)[CH2:21][C:22]2[CH:23]=[C:24]([C:28]3[C:33]([CH3:34])=[CH:32][CH:31]=[C:30]([C:35]([NH:37][CH:38]4[CH:43]5[CH:39]4[CH2:40][N:41](C(OC(C)(C)C)=O)[CH2:42]5)=[O:36])[CH:29]=3)[CH:25]=[CH:26][CH:27]=2)=[O:18])[CH2:13][CH2:12]1)=O)(C)(C)C.C(#N)C, predict the reaction product. The product is: [ClH:1].[NH2:9][CH2:10][C@H:11]1[CH2:12][CH2:13][C@H:14]([C:17]([NH:19][C@H:20]([C:51](=[O:64])[NH:52][C:53]2[CH:58]=[CH:57][C:56]([C:59]3[NH:63][N:62]=[N:61][N:60]=3)=[CH:55][CH:54]=2)[CH2:21][C:22]2[CH:23]=[C:24]([C:28]3[C:33]([CH3:34])=[CH:32][CH:31]=[C:30]([C:35]([NH:37][CH:38]4[CH:39]5[CH:43]4[CH2:42][NH:41][CH2:40]5)=[O:36])[CH:29]=3)[CH:25]=[CH:26][CH:27]=2)=[O:18])[CH2:15][CH2:16]1.